The task is: Predict the reactants needed to synthesize the given product.. This data is from Full USPTO retrosynthesis dataset with 1.9M reactions from patents (1976-2016). (1) Given the product [Cl:1][C:2]1[N:11]=[C:10]([NH:14][CH3:13])[C:9]2[CH2:8][CH2:7][CH2:6][CH2:5][C:4]=2[N:3]=1, predict the reactants needed to synthesize it. The reactants are: [Cl:1][C:2]1[N:11]=[C:10](Cl)[C:9]2[CH2:8][CH2:7][CH2:6][CH2:5][C:4]=2[N:3]=1.[CH3:13][NH2:14].C([O-])(O)=O.[Na+]. (2) Given the product [C:1]([O:5][C:6](=[O:25])[NH:7][C@H:8]([C:11]1[CH:16]=[CH:15][C:14]([OH:17])=[CH:13][CH:12]=1)[CH2:9][OH:10])([CH3:4])([CH3:2])[CH3:3], predict the reactants needed to synthesize it. The reactants are: [C:1]([O:5][C:6](=[O:25])[NH:7][C@H:8]([C:11]1[CH:16]=[CH:15][C:14]([O:17]CC2C=CC=CC=2)=[CH:13][CH:12]=1)[CH2:9][OH:10])([CH3:4])([CH3:3])[CH3:2].